From a dataset of Forward reaction prediction with 1.9M reactions from USPTO patents (1976-2016). Predict the product of the given reaction. (1) Given the reactants [C:1]([O:5][C:6]([N:8]1[CH2:13][CH2:12][CH:11]([NH2:14])[CH2:10][CH2:9]1)=[O:7])([CH3:4])([CH3:3])[CH3:2].[N+:15]([C:18]1[NH:22][C:21]([CH:23]=O)=[N:20][CH:19]=1)([O-:17])=[O:16].[BH4-].[Na+].C(O)(=O)C, predict the reaction product. The product is: [C:1]([O:5][C:6]([N:8]1[CH2:13][CH2:12][CH:11]([NH:14][CH2:23][C:21]2[NH:22][C:18]([N+:15]([O-:17])=[O:16])=[CH:19][N:20]=2)[CH2:10][CH2:9]1)=[O:7])([CH3:4])([CH3:2])[CH3:3]. (2) Given the reactants [F:1][C:2]1[CH:10]=[CH:9][CH:8]=[C:7]([F:11])[C:3]=1[C:4](O)=[O:5].O=S(Cl)[Cl:14], predict the reaction product. The product is: [F:1][C:2]1[CH:10]=[CH:9][CH:8]=[C:7]([F:11])[C:3]=1[C:4]([Cl:14])=[O:5].